This data is from Forward reaction prediction with 1.9M reactions from USPTO patents (1976-2016). The task is: Predict the product of the given reaction. (1) Given the reactants [NH2:1][C:2]1[CH:3]=[C:4]([CH3:10])[C:5](=[O:9])[N:6]([CH3:8])[CH:7]=1.[Cl:11][C:12]1[CH:19]=[CH:18][C:15]([CH:16]=O)=[CH:14][CH:13]=1.[O:20]=[C:21]([CH2:27][C:28](=[O:30])[CH3:29])[C:22](OCC)=[O:23], predict the reaction product. The product is: [C:28]([C:27]1[CH:16]([C:15]2[CH:18]=[CH:19][C:12]([Cl:11])=[CH:13][CH:14]=2)[N:1]([C:2]2[CH:3]=[C:4]([CH3:10])[C:5](=[O:9])[N:6]([CH3:8])[CH:7]=2)[C:22](=[O:23])[C:21]=1[OH:20])(=[O:30])[CH3:29]. (2) Given the reactants C([O:3][C:4]([C:6]1([S:28]([C:31]2[CH:36]=[CH:35][C:34]([O:37][CH2:38][CH2:39][CH2:40][CH3:41])=[CH:33][CH:32]=2)(=[O:30])=[O:29])[CH2:11][CH2:10][N:9]([CH2:12][C:13]2[CH:18]=[CH:17][C:16]([O:19][CH2:20][CH2:21][N:22]3[CH2:27][CH2:26][CH2:25][CH2:24][CH2:23]3)=[CH:15][CH:14]=2)[CH2:8][CH2:7]1)=[O:5])C, predict the reaction product. The product is: [CH2:38]([O:37][C:34]1[CH:33]=[CH:32][C:31]([S:28]([C:6]2([C:4]([OH:5])=[O:3])[CH2:7][CH2:8][N:9]([CH2:12][C:13]3[CH:18]=[CH:17][C:16]([O:19][CH2:20][CH2:21][N:22]4[CH2:23][CH2:24][CH2:25][CH2:26][CH2:27]4)=[CH:15][CH:14]=3)[CH2:10][CH2:11]2)(=[O:30])=[O:29])=[CH:36][CH:35]=1)[CH2:39][CH2:40][CH3:41]. (3) Given the reactants [Br:1][C:2]1[CH:3]=[C:4]([CH:17]=[CH:18][CH:19]=1)[CH2:5][C:6]1[N:7]=[C:8]([C:12]([O:14]CC)=O)[S:9][C:10]=1[CH3:11].CCN=C=NCCCN(C)C.Cl.C1C=CC2N(O)N=NC=2C=1.O[NH:43][C:44](=[NH:56])[C:45]1[CH:50]=[CH:49][C:48]([O:51][C:52]([F:55])([F:54])[F:53])=[CH:47][CH:46]=1, predict the reaction product. The product is: [Br:1][C:2]1[CH:3]=[C:4]([CH:17]=[CH:18][CH:19]=1)[CH2:5][C:6]1[N:7]=[C:8]([C:12]2[O:14][N:56]=[C:44]([C:45]3[CH:46]=[CH:47][C:48]([O:51][C:52]([F:53])([F:54])[F:55])=[CH:49][CH:50]=3)[N:43]=2)[S:9][C:10]=1[CH3:11].